Dataset: HIV replication inhibition screening data with 41,000+ compounds from the AIDS Antiviral Screen. Task: Binary Classification. Given a drug SMILES string, predict its activity (active/inactive) in a high-throughput screening assay against a specified biological target. (1) The drug is CC1(n2[nH]c(=O)n(-c3ccccc3)c2=O)Cn2c(=O)n(-c3ccccc3)c(=O)n2-c2ccccc21. The result is 0 (inactive). (2) The molecule is O=[N+]([O-])C(=C(Nc1ccccc1)SCc1ccccc1)C(Cl)=C(Cl)Cl. The result is 0 (inactive). (3) The drug is CCC1(O)CC2CN(CCc3c([nH]c4ccccc34)C(C(=O)OC)(c3cc4c(cc3OC)N(C=O)C3C(O)(C(=O)OC)C(OC(C)=O)C5(CC)C=CCN6CCC43C65)C2)C1.O=S(=O)(O)O. The result is 0 (inactive). (4) The molecule is CN(C)CCc1c2c(nc3ccccc13)C(=O)c1cccnc1C2=O. The result is 0 (inactive). (5) The compound is c1ccc([PH](c2ccccc2)(c2ccccc2)C2c3ccccc3-c3ccccc32)cc1. The result is 0 (inactive).